Dataset: Reaction yield outcomes from USPTO patents with 853,638 reactions. Task: Predict the reaction yield, written as a fraction of the theoretical maximum amount of product (1.0 means a 100% yield; for example, 0.34 means a 34% yield). (1) The reactants are [CH:1]1([C:4]2[O:8][N:7]=[C:6]([C:9]3[C:14]([Cl:15])=[CH:13][CH:12]=[CH:11][C:10]=3[Cl:16])[C:5]=2[CH2:17]O)[CH2:3][CH2:2]1.P(Br)(Br)[Br:20]. The catalyst is ClCCl. The product is [Br:20][CH2:17][C:5]1[C:6]([C:9]2[C:14]([Cl:15])=[CH:13][CH:12]=[CH:11][C:10]=2[Cl:16])=[N:7][O:8][C:4]=1[CH:1]1[CH2:3][CH2:2]1. The yield is 0.820. (2) The reactants are [Cl:1][C:2]1[N:3]=[C:4](Cl)[C:5]2[S:10][CH:9]=[C:8]([CH3:11])[C:6]=2[N:7]=1.[NH2:13][N:14]1[CH2:19][CH2:18][CH2:17][CH2:16][CH2:15]1. The catalyst is CN(C)C=O. The product is [Cl:1][C:2]1[N:3]=[C:4]([NH:13][N:14]2[CH2:19][CH2:18][CH2:17][CH2:16][CH2:15]2)[C:5]2[S:10][CH:9]=[C:8]([CH3:11])[C:6]=2[N:7]=1. The yield is 0.594. (3) The reactants are [Br:1][C:2]1[CH:7]=[CH:6][C:5]([S:8](Cl)(=[O:10])=[O:9])=[C:4]([O:12][C:13]([F:16])([F:15])[F:14])[CH:3]=1.[CH2:17]([NH2:19])[CH3:18]. No catalyst specified. The product is [Br:1][C:2]1[CH:7]=[CH:6][C:5]([S:8]([NH:19][CH2:17][CH3:18])(=[O:10])=[O:9])=[C:4]([O:12][C:13]([F:16])([F:15])[F:14])[CH:3]=1. The yield is 0.640. (4) The reactants are [OH-:1].[Na+].C([O:5][C:6]([C:8]1[CH:9]=[N:10][N:11]2[CH:16]=[C:15]([C:17]#[N:18])[CH:14]=[N:13][C:12]=12)=[O:7])C.Cl. The catalyst is C(O)C. The product is [C:17]([C:15]1[CH:14]=[N:13][C:12]2[N:11]([N:10]=[CH:9][C:8]=2[C:6]([OH:5])=[O:7])[CH:16]=1)(=[O:1])[NH2:18]. The yield is 0.750.